This data is from Catalyst prediction with 721,799 reactions and 888 catalyst types from USPTO. The task is: Predict which catalyst facilitates the given reaction. (1) Reactant: [OH:1][C@H:2]1[CH2:19][CH2:18][C@@:17]2([CH3:20])[C@@H:4]([CH2:5][CH2:6][C@:7]3([CH3:44])[C@@H:16]2[CH2:15][CH2:14][C@H:13]2[C@@:8]3([CH3:43])[CH2:9][CH2:10][C@@:11]3([C:27]([N:29]4[CH2:34][CH2:33][C:32]([C:37]5[CH:42]=[CH:41][CH:40]=[CH:39][CH:38]=5)([C:35]#[N:36])[CH2:31][CH2:30]4)=[O:28])[CH2:23][CH2:22][C@@H:21]([C:24]([CH3:26])=[CH2:25])[C@@H:12]32)[C:3]1([CH3:46])[CH3:45].N1C=CC=CC=1.[CH3:53][C:54]1([CH3:61])[CH2:58][C:57](=[O:59])[O:56][C:55]1=[O:60]. Product: [C:35]([C:32]1([C:37]2[CH:42]=[CH:41][CH:40]=[CH:39][CH:38]=2)[CH2:33][CH2:34][N:29]([C:27]([C@:11]23[CH2:23][CH2:22][C@@H:21]([C:24]([CH3:26])=[CH2:25])[C@@H:12]2[C@@H:13]2[C@@:8]([CH3:43])([CH2:9][CH2:10]3)[C@@:7]3([CH3:44])[C@@H:16]([C@:17]4([CH3:20])[C@@H:4]([CH2:5][CH2:6]3)[C:3]([CH3:46])([CH3:45])[C@@H:2]([O:1][C:57](=[O:59])[CH2:58][C:54]([CH3:61])([CH3:53])[C:55]([OH:60])=[O:56])[CH2:19][CH2:18]4)[CH2:15][CH2:14]2)=[O:28])[CH2:30][CH2:31]1)#[N:36]. The catalyst class is: 13. (2) Product: [Cl:1][C:2]1[CH:3]=[CH:4][C:5]([C:8]([NH:10][C:11]2[CH:12]=[CH:13][C:14]3[CH2:20][CH2:19][CH2:18][C:17]([CH2:21][OH:22])=[C:16]([CH3:25])[C:15]=3[CH:26]=2)=[O:9])=[N:6][CH:7]=1. The catalyst class is: 220. Reactant: [Cl:1][C:2]1[CH:3]=[CH:4][C:5]([C:8]([NH:10][C:11]2[CH:12]=[CH:13][C:14]3[CH2:20][CH2:19][CH2:18][C:17]([C:21](OC)=[O:22])=[C:16]([CH3:25])[C:15]=3[CH:26]=2)=[O:9])=[N:6][CH:7]=1.CC(C[AlH]CC(C)C)C.C1COCC1. (3) Reactant: Br[CH:2]([CH2:8][CH2:9][CH2:10][CH3:11])[C:3]([O:5][CH2:6][CH3:7])=[O:4].C(NCCCCCCCC)CCCCCCC.C(=O)([O-])[O-].[K+].[K+].[S:35]([O:40]C)([O:38][CH3:39])(=[O:37])=[O:36].C(OC(=O)CCCC[CH2:50][N:51]([CH2:60][CH2:61][CH2:62][CH2:63][CH2:64][CH2:65][CH2:66][CH3:67])[CH2:52][CH2:53][CH2:54][CH2:55][CH2:56][CH2:57][CH2:58][CH3:59])C. Product: [CH3:39][O:38][S:35]([O-:40])(=[O:37])=[O:36].[CH2:6]([O:5][C:3](=[O:4])[CH2:2][CH2:8][CH2:9][CH2:10][CH2:11][N+:51]([CH3:50])([CH2:60][CH2:61][CH2:62][CH2:63][CH2:64][CH2:65][CH2:66][CH3:67])[CH2:52][CH2:53][CH2:54][CH2:55][CH2:56][CH2:57][CH2:58][CH3:59])[CH3:7]. The catalyst class is: 8. (4) Reactant: [C:1]([CH2:3][CH:4]1[CH:10]([C:11]2[CH:16]=[CH:15][C:14]([Cl:17])=[C:13]([Cl:18])[CH:12]=2)[O:9][CH2:8][CH2:7][N:6]([C:19]([O:21][C:22]([CH3:25])([CH3:24])[CH3:23])=[O:20])[CH2:5]1)#[N:2].C(=O)([O-])[OH:27].[Na+].OO.S([O-])([O-])(=O)=S.[Na+].[Na+]. Product: [NH2:2][C:1](=[O:27])[CH2:3][CH:4]1[CH:10]([C:11]2[CH:16]=[CH:15][C:14]([Cl:17])=[C:13]([Cl:18])[CH:12]=2)[O:9][CH2:8][CH2:7][N:6]([C:19]([O:21][C:22]([CH3:25])([CH3:24])[CH3:23])=[O:20])[CH2:5]1. The catalyst class is: 24. (5) Reactant: [CH3:1][C:2]1[N:7]=[C:6]([CH2:8][OH:9])[CH:5]=[CH:4][C:3]=1[N+:10]([O-:12])=[O:11].C(N(CC)CC)C.[CH3:20][S:21](Cl)(=[O:23])=[O:22]. Product: [CH3:20][S:21]([O:9][CH2:8][C:6]1[CH:5]=[CH:4][C:3]([N+:10]([O-:12])=[O:11])=[C:2]([CH3:1])[N:7]=1)(=[O:23])=[O:22]. The catalyst class is: 1. (6) Reactant: [Cl:1][C:2]1[CH:7]=[CH:6][C:5]([NH:8][C:9](=[O:15])[O:10][C:11]([CH3:14])([CH3:13])[CH3:12])=[C:4]([C:16]2[CH:24]=[C:23]3[N:19]([CH:20]([C:25]4[NH:26][CH:27]=[C:28]([C:30]5[CH:35]=[CH:34][C:33]([CH:36]=O)=[CH:32][CH:31]=5)[N:29]=4)[CH2:21][CH2:22]3)[C:18](=[O:38])[CH:17]=2)[CH:3]=1.Cl.[NH2:40][OH:41].[OH-].[Na+]. Product: [Cl:1][C:2]1[CH:7]=[CH:6][C:5]([NH:8][C:9](=[O:15])[O:10][C:11]([CH3:13])([CH3:14])[CH3:12])=[C:4]([C:16]2[CH:24]=[C:23]3[N:19]([CH:20]([C:25]4[NH:26][CH:27]=[C:28]([C:30]5[CH:31]=[CH:32][C:33]([CH:36]=[N:40][OH:41])=[CH:34][CH:35]=5)[N:29]=4)[CH2:21][CH2:22]3)[C:18](=[O:38])[CH:17]=2)[CH:3]=1. The catalyst class is: 8. (7) Reactant: [C:1]([CH2:3][CH2:4][CH2:5][CH2:6][S:7]([NH:10][CH3:11])(=[O:9])=[O:8])#[N:2]. Product: [NH2:2][CH2:1][CH2:3][CH2:4][CH2:5][CH2:6][S:7]([NH:10][CH3:11])(=[O:9])=[O:8]. The catalyst class is: 19.